Dataset: Catalyst prediction with 721,799 reactions and 888 catalyst types from USPTO. Task: Predict which catalyst facilitates the given reaction. (1) Reactant: [Cl:1][C:2]1[CH:3]=[C:4]([CH:32]=[CH:33][C:34]=1[O:35][CH2:36][C:37]1[CH:42]=[CH:41][CH:40]=[C:39]([F:43])[CH:38]=1)[NH:5][C:6]1[C:15]2[C:10](=[CH:11][C:12]([O:24][CH2:25][CH:26]3[CH2:31][CH2:30][NH:29][CH2:28][CH2:27]3)=[CH:13][C:14]=2[O:16][CH:17]2[CH2:22][CH2:21][N:20]([CH3:23])[CH2:19][CH2:18]2)[N:9]=[CH:8][N:7]=1.C=O.[C:46](=O)([O-])O.[Na+]. Product: [Cl:1][C:2]1[CH:3]=[C:4]([CH:32]=[CH:33][C:34]=1[O:35][CH2:36][C:37]1[CH:42]=[CH:41][CH:40]=[C:39]([F:43])[CH:38]=1)[NH:5][C:6]1[C:15]2[C:10](=[CH:11][C:12]([O:24][CH2:25][CH:26]3[CH2:27][CH2:28][N:29]([CH3:46])[CH2:30][CH2:31]3)=[CH:13][C:14]=2[O:16][CH:17]2[CH2:18][CH2:19][N:20]([CH3:23])[CH2:21][CH2:22]2)[N:9]=[CH:8][N:7]=1. The catalyst class is: 106. (2) Reactant: [CH3:1][N:2]1[C:10]2[C:5](=[CH:6][CH:7]=[CH:8][CH:9]=2)[C:4]([CH2:11][C:12]2[C:13](=[O:19])[NH:14][C:15](=[S:18])[NH:16][CH:17]=2)=[CH:3]1.[Cl:20][C:21]1[CH:26]=[CH:25][C:24]([O:27][C:28]2[CH:33]=[CH:32][C:31]([CH2:34]Cl)=[CH:30][CH:29]=2)=[CH:23][C:22]=1[C:36]([F:39])([F:38])[F:37].C([O-])([O-])=O.[K+].[K+]. The catalyst class is: 499. Product: [Cl:20][C:21]1[CH:26]=[CH:25][C:24]([O:27][C:28]2[CH:29]=[CH:30][C:31]([CH2:34][S:18][C:15]3[NH:16][CH:17]=[C:12]([CH2:11][C:4]4[C:5]5[C:10](=[CH:9][CH:8]=[CH:7][CH:6]=5)[N:2]([CH3:1])[CH:3]=4)[C:13](=[O:19])[N:14]=3)=[CH:32][CH:33]=2)=[CH:23][C:22]=1[C:36]([F:37])([F:38])[F:39].